This data is from Full USPTO retrosynthesis dataset with 1.9M reactions from patents (1976-2016). The task is: Predict the reactants needed to synthesize the given product. (1) Given the product [CH2:30]([O:1][C:2]1[C:11]2[C:6](=[CH:7][CH:8]=[CH:9][CH:10]=2)[C:5]([O:12][CH2:33][CH2:34][CH3:36])=[C:4]([C:13]([O:15][CH2:16][CH3:17])=[O:14])[C:3]=1[C:18]([O:20][CH2:21][CH3:22])=[O:19])[CH2:31][CH3:32], predict the reactants needed to synthesize it. The reactants are: [OH:1][C:2]1[C:11]2[C:6](=[CH:7][CH:8]=[CH:9][CH:10]=2)[C:5]([OH:12])=[C:4]([C:13]([O:15][CH2:16][CH3:17])=[O:14])[C:3]=1[C:18]([O:20][CH2:21][CH3:22])=[O:19].C(=O)([O-])[O-].[K+].[K+].Br[CH2:30][CH2:31][CH3:32].[CH3:33][C:34]([CH3:36])=O. (2) Given the product [F:1]/[C:2](/[C:14]1[CH:18]=[C:17]([CH3:19])[N:16]([CH2:21][C:22]2[CH:23]=[C:24]([CH:29]=[CH:30][CH:31]=2)[C:25]([O:27][CH3:28])=[O:26])[N:15]=1)=[CH:3]\[C:4]1[CH:5]=[CH:6][C:7]([Si:10]([CH3:11])([CH3:12])[CH3:13])=[CH:8][CH:9]=1, predict the reactants needed to synthesize it. The reactants are: [F:1]/[C:2](/[C:14]1[CH:18]=[C:17]([CH3:19])[NH:16][N:15]=1)=[CH:3]\[C:4]1[CH:9]=[CH:8][C:7]([Si:10]([CH3:13])([CH3:12])[CH3:11])=[CH:6][CH:5]=1.Br[CH2:21][C:22]1[CH:23]=[C:24]([CH:29]=[CH:30][CH:31]=1)[C:25]([O:27][CH3:28])=[O:26].O. (3) Given the product [Br:19][C:15]1[CH:16]=[CH:17][C:12]([NH:11][CH:8]2[CH2:9][CH2:10][C:5]3([O:4][CH2:3][CH2:2][O:1]3)[CH2:6][CH2:7]2)=[C:13]([OH:18])[CH:14]=1, predict the reactants needed to synthesize it. The reactants are: [O:1]1[C:5]2([CH2:10][CH2:9][CH:8]([NH:11][C:12]3[CH:17]=[CH:16][CH:15]=[CH:14][C:13]=3[OH:18])[CH2:7][CH2:6]2)[O:4][CH2:3][CH2:2]1.[Br:19]N1C(=O)CCC1=O.